This data is from Forward reaction prediction with 1.9M reactions from USPTO patents (1976-2016). The task is: Predict the product of the given reaction. (1) Given the reactants [Br:1]Br.[OH:3][C:4]1[C:9]([C:10]#[N:11])=[CH:8][N:7]=[C:6]2[S:12][CH:13]=[CH:14][C:5]=12.C(=O)(O)[O-].[Na+], predict the reaction product. The product is: [Br:1][C:13]1[S:12][C:6]2=[N:7][CH:8]=[C:9]([C:10]#[N:11])[C:4]([OH:3])=[C:5]2[CH:14]=1. (2) Given the reactants [CH2:1]([NH:3][CH2:4][C:5]1[CH:6]=[N:7][CH:8]=[C:9](B2OC(C)(C)C(C)(C)O2)[CH:10]=1)[CH3:2].Br[C:21]1[CH:22]=[C:23]2[C:27](=[C:28]([C:30]([NH2:32])=[O:31])[CH:29]=1)[NH:26][CH:25]=[C:24]2[CH:33]1[CH2:38][CH2:37][N:36]([S:39]([CH2:42][CH3:43])(=[O:41])=[O:40])[CH2:35][CH2:34]1.C(=O)([O-])[O-].[K+].[K+], predict the reaction product. The product is: [CH2:1]([NH:3][CH2:4][C:5]1[CH:10]=[C:9]([C:21]2[CH:22]=[C:23]3[C:27](=[C:28]([C:30]([NH2:32])=[O:31])[CH:29]=2)[NH:26][CH:25]=[C:24]3[CH:33]2[CH2:34][CH2:35][N:36]([S:39]([CH2:42][CH3:43])(=[O:40])=[O:41])[CH2:37][CH2:38]2)[CH:8]=[N:7][CH:6]=1)[CH3:2].